The task is: Predict the product of the given reaction.. This data is from Forward reaction prediction with 1.9M reactions from USPTO patents (1976-2016). (1) Given the reactants [CH2:1]1[O:5][C:4]2[CH:6]=[C:7]([OH:10])[CH:8]=[CH:9][C:3]=2[O:2]1.C(=O)([O-])[O-].[K+].[K+].Br[CH2:18][C:19]([O:21]CC)=[O:20], predict the reaction product. The product is: [CH2:1]1[O:2][C:3]2[CH:9]=[CH:8][C:7]([O:10][CH2:18][C:19]([OH:21])=[O:20])=[CH:6][C:4]=2[O:5]1. (2) Given the reactants [CH3:1][C:2]1[O:3][C:4]2[C:9]([C:10](=[O:12])[CH:11]=1)=[CH:8][CH:7]=[CH:6][C:5]=2[CH:13]=[C:14]([C:18](=[O:20])[CH3:19])[C:15](=O)[CH3:16].[NH2:21][C:22]1[N:27]=[C:26]([OH:28])[CH:25]=[C:24]([NH2:29])[N:23]=1, predict the reaction product. The product is: [C:18]([C:14]1[CH:13]([C:5]2[CH:6]=[CH:7][CH:8]=[C:9]3[C:4]=2[O:3][C:2]([CH3:1])=[CH:11][C:10]3=[O:12])[C:25]2[C:26]([OH:28])=[N:27][C:22]([NH2:21])=[N:23][C:24]=2[NH:29][C:15]=1[CH3:16])(=[O:20])[CH3:19]. (3) Given the reactants [CH:1]([O:4][C:5]([C:7]1[C:12](=[O:13])[N:11]([CH2:14][C:15]2[CH:20]=[CH:19][CH:18]=[C:17]([F:21])[CH:16]=2)[C:10]2[CH:22]=[CH:23][S:24][C:9]=2[C:8]=1[N:25]1[CH2:30][CH2:29][NH:28][CH2:27][CH2:26]1)=[O:6])([CH3:3])[CH3:2].C1C=CC2N(O)N=NC=2C=1.CCN=C=NCCCN(C)C.Cl.C(N(CC)CC)C.[F:60][C:61]1[S:65][C:64]([C:66](O)=[O:67])=[CH:63][CH:62]=1.C([O-])(O)=O.[Na+], predict the reaction product. The product is: [CH:1]([O:4][C:5]([C:7]1[C:12](=[O:13])[N:11]([CH2:14][C:15]2[CH:20]=[CH:19][CH:18]=[C:17]([F:21])[CH:16]=2)[C:10]2[CH:22]=[CH:23][S:24][C:9]=2[C:8]=1[N:25]1[CH2:26][CH2:27][N:28]([C:66]([C:64]2[S:65][C:61]([F:60])=[CH:62][CH:63]=2)=[O:67])[CH2:29][CH2:30]1)=[O:6])([CH3:3])[CH3:2]. (4) Given the reactants N([O-])=O.[Na+].[NH2:5][C:6]1[CH:11]=[C:10]([F:12])[C:9]([N:13]2[CH2:18][CH2:17][C:16](=[O:19])[CH2:15][CH2:14]2)=[C:8]([F:20])[CH:7]=1.[N-:21]=[N+:22]=[N-].[Na+].C([O-])(=O)C.[Na+], predict the reaction product. The product is: [N:5]([C:6]1[CH:11]=[C:10]([F:12])[C:9]([N:13]2[CH2:14][CH2:15][C:16](=[O:19])[CH2:17][CH2:18]2)=[C:8]([F:20])[CH:7]=1)=[N+:21]=[N-:22]. (5) Given the reactants [C:1]1(B(O)O)[CH:6]=[CH:5][CH:4]=[CH:3][CH:2]=1.Br[C:11]1[CH:16]=[CH:15][C:14]([CH3:17])=[CH:13][N:12]=1.C([O-])([O-])=O.[K+].[K+], predict the reaction product. The product is: [CH3:17][C:14]1[CH:15]=[CH:16][C:11]([C:1]2[CH:6]=[CH:5][CH:4]=[CH:3][CH:2]=2)=[N:12][CH:13]=1. (6) Given the reactants [CH3:1][N:2]([CH3:15])[CH2:3][CH2:4][N:5]1[C:13]2[C:8](=[CH:9][C:10]([NH2:14])=[CH:11][CH:12]=2)[CH:7]=[N:6]1.[O:16]([C:23]1[CH:28]=[CH:27][C:26]([CH2:29][C:30](O)=[O:31])=[CH:25][CH:24]=1)[C:17]1[CH:22]=[CH:21][CH:20]=[CH:19][CH:18]=1.Cl.C(N=C=NC(C)(C)CC)C.ON1C2C=CC=CC=2N=N1.CN1CCOCC1, predict the reaction product. The product is: [CH3:1][N:2]([CH3:15])[CH2:3][CH2:4][N:5]1[C:13]2[C:8](=[CH:9][C:10]([NH:14][C:30](=[O:31])[CH2:29][C:26]3[CH:27]=[CH:28][C:23]([O:16][C:17]4[CH:18]=[CH:19][CH:20]=[CH:21][CH:22]=4)=[CH:24][CH:25]=3)=[CH:11][CH:12]=2)[CH:7]=[N:6]1. (7) Given the reactants [ClH:1].[CH2:2]1[C:14]2[C:13]3[CH:12]=[CH:11][CH:10]=[CH:9][C:8]=3[N:7]([CH2:15][C:16]([O:18][CH2:19][CH3:20])=[O:17])[C:6]=2[CH2:5][CH2:4][NH:3]1.C1(NN)C=CC=CC=1, predict the reaction product. The product is: [ClH:1].[Cl:1][C:11]1[CH:10]=[CH:9][C:8]2[N:7]([CH2:15][C:16]([O:18][CH2:19][CH3:20])=[O:17])[C:6]3[CH2:5][CH2:4][NH:3][CH2:2][C:14]=3[C:13]=2[CH:12]=1. (8) Given the reactants C([O:3][C:4](=[O:19])[C:5]([NH:7][C:8]1[S:9][CH:10]=[C:11]([CH2:13][C:14]([O:16][CH2:17][CH3:18])=[O:15])[N:12]=1)=[O:6])C.[OH-].[Li+], predict the reaction product. The product is: [CH2:17]([O:16][C:14]([CH2:13][C:11]1[N:12]=[C:8]([NH:7][C:5](=[O:6])[C:4]([OH:19])=[O:3])[S:9][CH:10]=1)=[O:15])[CH3:18]. (9) Given the reactants C([O:5][C:6](=[O:17])[C:7]1[C:12]([F:13])=[CH:11][N:10]=[CH:9][C:8]=1[CH:14]1[CH2:16][CH2:15]1)(C)(C)C, predict the reaction product. The product is: [CH:14]1([C:8]2[CH:9]=[N:10][CH:11]=[C:12]([F:13])[C:7]=2[C:6]([OH:17])=[O:5])[CH2:15][CH2:16]1. (10) Given the reactants Br[C:2]1[CH:3]=[CH:4][C:5]([N:27]2[CH2:32][CH2:31][O:30][CH2:29][CH2:28]2)=[C:6]([NH:8][C:9]2[C:18]3[C:13](=[CH:14][CH:15]=[CH:16][CH:17]=3)[N:12]=[C:11]([C:19]3[CH:24]=[CH:23][CH:22]=[CH:21][C:20]=3[F:25])[C:10]=2[CH3:26])[CH:7]=1.[S:33]1[CH:37]=[CH:36][C:35](B(O)O)=[CH:34]1.C(=O)([O-])[O-].[Na+].[Na+].CCOC(C)=O, predict the reaction product. The product is: [F:25][C:20]1[CH:21]=[CH:22][CH:23]=[CH:24][C:19]=1[C:11]1[C:10]([CH3:26])=[C:9]([NH:8][C:6]2[CH:7]=[C:2]([C:35]3[CH:36]=[CH:37][S:33][CH:34]=3)[CH:3]=[CH:4][C:5]=2[N:27]2[CH2:32][CH2:31][O:30][CH2:29][CH2:28]2)[C:18]2[C:13](=[CH:14][CH:15]=[CH:16][CH:17]=2)[N:12]=1.